Dataset: Full USPTO retrosynthesis dataset with 1.9M reactions from patents (1976-2016). Task: Predict the reactants needed to synthesize the given product. Given the product [Cl:20][C:17]1[CH:16]=[CH:15][C:14]([C:9]2[C:8]([C:3]3[CH:4]=[CH:5][CH:6]=[CH:7][C:2]=3[Cl:1])=[N:12][N:11]3[C:25]([OH:24])=[C:26]([CH3:29])[CH:27]=[N:13][C:10]=23)=[CH:19][CH:18]=1, predict the reactants needed to synthesize it. The reactants are: [Cl:1][C:2]1[CH:7]=[CH:6][CH:5]=[CH:4][C:3]=1[C:8]1[C:9]([C:14]2[CH:19]=[CH:18][C:17]([Cl:20])=[CH:16][CH:15]=2)=[C:10]([NH2:13])[NH:11][N:12]=1.[Na].C([O:24][C:25](=O)[C:26]([CH3:29])=[CH:27]O)C.C(OCC)C.